The task is: Predict the reaction yield, written as a fraction of the theoretical maximum amount of product (1.0 means a 100% yield; for example, 0.34 means a 34% yield).. This data is from Reaction yield outcomes from USPTO patents with 853,638 reactions. (1) The reactants are [NH2:1][CH2:2][CH2:3][C:4]1[CH:9]=[CH:8][C:7]([C:10]2[N:11]=[C:12]([NH2:15])[S:13][CH:14]=2)=[CH:6][CH:5]=1.O.[OH-].[Na+].[C:19](O[C:19]([O:21][C:22]([CH3:25])([CH3:24])[CH3:23])=[O:20])([O:21][C:22]([CH3:25])([CH3:24])[CH3:23])=[O:20]. The catalyst is O1CCOCC1. The product is [C:22]([O:21][C:19](=[O:20])[NH:1][CH2:2][CH2:3][C:4]1[CH:5]=[CH:6][C:7]([C:10]2[N:11]=[C:12]([NH2:15])[S:13][CH:14]=2)=[CH:8][CH:9]=1)([CH3:25])([CH3:24])[CH3:23]. The yield is 0.632. (2) The reactants are Br[C:2]1[CH:3]=[C:4]([NH:9][S:10]([C:13]2[CH:18]=[CH:17][C:16]([F:19])=[CH:15][C:14]=2[F:20])(=[O:12])=[O:11])[CH:5]=[C:6]([OH:8])[CH:7]=1.[B:21]1([B:21]2[O:25][C:24]([CH3:27])([CH3:26])[C:23]([CH3:29])([CH3:28])[O:22]2)[O:25][C:24]([CH3:27])([CH3:26])[C:23]([CH3:29])([CH3:28])[O:22]1.C([O-])(=O)C.[K+].O. The catalyst is O1CCOCC1.[CH-]1C=CC=C1.[CH-]1C=CC=C1.[Fe+2].C(OCC)(=O)C. The product is [F:20][C:14]1[CH:15]=[C:16]([F:19])[CH:17]=[CH:18][C:13]=1[S:10]([NH:9][C:4]1[CH:3]=[C:2]([B:21]2[O:25][C:24]([CH3:27])([CH3:26])[C:23]([CH3:29])([CH3:28])[O:22]2)[CH:7]=[C:6]([OH:8])[CH:5]=1)(=[O:12])=[O:11]. The yield is 0.670. (3) The reactants are [CH2:1]([C:3]1[N:7]([C:8]2[N:16]=[C:15]3[C:11]([N:12]=[C:13]([CH:18]=O)[N:14]3[CH3:17])=[C:10]([N:20]3[CH2:25][CH2:24][O:23][CH2:22][CH2:21]3)[N:9]=2)[C:6]2[CH:26]=[CH:27][CH:28]=[CH:29][C:5]=2[N:4]=1)[CH3:2].[NH:30]1[CH2:33][CH:32]([N:34]2[CH2:39][CH2:38][C:37]([F:41])([F:40])[CH2:36][CH2:35]2)[CH2:31]1.C(O[BH-](OC(=O)C)OC(=O)C)(=O)C.[Na+]. The yield is 0.690. The catalyst is ClCCCl. The product is [F:41][C:37]1([F:40])[CH2:38][CH2:39][N:34]([CH:32]2[CH2:33][N:30]([CH2:18][C:13]3[N:14]([CH3:17])[C:15]4[C:11]([N:12]=3)=[C:10]([N:20]3[CH2:21][CH2:22][O:23][CH2:24][CH2:25]3)[N:9]=[C:8]([N:7]3[C:6]5[CH:26]=[CH:27][CH:28]=[CH:29][C:5]=5[N:4]=[C:3]3[CH2:1][CH3:2])[N:16]=4)[CH2:31]2)[CH2:35][CH2:36]1. (4) The reactants are Cl.Cl[CH2:3][C:4]1[N:5]=[C:6]([CH2:9][N:10]2[CH2:15][CH2:14][O:13][CH2:12][CH2:11]2)[S:7][CH:8]=1.[Cl:16][C:17]1[CH:18]=[C:19]([NH:24][C:25]2[C:34]3[C:29](=[CH:30][C:31]([OH:37])=[C:32]([O:35][CH3:36])[CH:33]=3)[N:28]=[CH:27][N:26]=2)[CH:20]=[CH:21][C:22]=1[Cl:23].C(=O)([O-])[O-].[K+].[K+]. No catalyst specified. The product is [Cl:16][C:17]1[CH:18]=[C:19]([NH:24][C:25]2[C:34]3[C:29](=[CH:30][C:31]([O:37][CH2:3][C:4]4[N:5]=[C:6]([CH2:9][N:10]5[CH2:15][CH2:14][O:13][CH2:12][CH2:11]5)[S:7][CH:8]=4)=[C:32]([O:35][CH3:36])[CH:33]=3)[N:28]=[CH:27][N:26]=2)[CH:20]=[CH:21][C:22]=1[Cl:23]. The yield is 0.540.